Task: Predict the reaction yield, written as a fraction of the theoretical maximum amount of product (1.0 means a 100% yield; for example, 0.34 means a 34% yield).. Dataset: Reaction yield outcomes from USPTO patents with 853,638 reactions (1) The reactants are [Cl:1][C:2]1[CH:7]=[C:6]([C:8](=[O:19])[C:9]([C:11]2[CH:16]=[CH:15][C:14]([O:17]C)=[CH:13][CH:12]=2)=[O:10])[CH:5]=[CH:4][N:3]=1.B(Br)(Br)Br. No catalyst specified. The yield is 0.890. The product is [Cl:1][C:2]1[CH:7]=[C:6]([C:8](=[O:19])[C:9]([C:11]2[CH:16]=[CH:15][C:14]([OH:17])=[CH:13][CH:12]=2)=[O:10])[CH:5]=[CH:4][N:3]=1. (2) The reactants are [CH3:1][O:2][C:3](=[O:15])[C:4]1[CH:9]=[C:8](Br)[CH:7]=[C:6]([N+:11]([O-:13])=[O:12])[C:5]=1[NH2:14].[CH2:16]([Sn](CCCC)(CCCC)C=CC)[CH2:17][CH2:18]C.[F-].[K+]. The catalyst is O1CCOCC1. The product is [CH3:1][O:2][C:3](=[O:15])[C:4]1[CH:9]=[C:8]([CH:16]=[CH:17][CH3:18])[CH:7]=[C:6]([N+:11]([O-:13])=[O:12])[C:5]=1[NH2:14]. The yield is 0.770. (3) The reactants are [F:1][C:2]1[C:3]([NH:20][C:21]2[CH:26]=[CH:25][C:24]([I:27])=[CH:23][C:22]=2[F:28])=[C:4]([NH:10][S:11]([C:14]2([CH2:17]C=C)[CH2:16][CH2:15]2)(=[O:13])=[O:12])[C:5]([F:9])=[CH:6][C:7]=1[F:8].C[N+]1([O-])CC[O:33]CC1.CCO[C:40]([CH3:42])=[O:41]. The catalyst is C1COCC1.O.[Os](=O)(=O)(=O)=O. The product is [OH:33][CH:42]([CH2:40][OH:41])[CH2:17][C:14]1([S:11]([NH:10][C:4]2[C:5]([F:9])=[CH:6][C:7]([F:8])=[C:2]([F:1])[C:3]=2[NH:20][C:21]2[CH:26]=[CH:25][C:24]([I:27])=[CH:23][C:22]=2[F:28])(=[O:13])=[O:12])[CH2:16][CH2:15]1. The yield is 0.750. (4) The reactants are [N+:1]([C:4]1[CH:5]=[CH:6][C:7]([C:11]2[O:15][CH:14]=[N:13][CH:12]=2)=[C:8]([OH:10])[CH:9]=1)([O-:3])=[O:2].C(=O)([O-])[O-].[K+].[K+].Cl[C:23]([F:29])([F:28])C(OC)=O.O. The catalyst is CN(C=O)C. The product is [F:28][CH:23]([F:29])[O:10][C:8]1[CH:9]=[C:4]([N+:1]([O-:3])=[O:2])[CH:5]=[CH:6][C:7]=1[C:11]1[O:15][CH:14]=[N:13][CH:12]=1. The yield is 0.800.